Dataset: Peptide-MHC class II binding affinity with 134,281 pairs from IEDB. Task: Regression. Given a peptide amino acid sequence and an MHC pseudo amino acid sequence, predict their binding affinity value. This is MHC class II binding data. (1) The peptide sequence is VVAVGLRVVCAK. The MHC is DRB1_0405 with pseudo-sequence DRB1_0405. The binding affinity (normalized) is 0.298. (2) The peptide sequence is VWGQKYFKGNFERLA. The MHC is HLA-DQA10501-DQB10201 with pseudo-sequence HLA-DQA10501-DQB10201. The binding affinity (normalized) is 0.390. (3) The peptide sequence is NGVIKILTYPWDRIE. The MHC is HLA-DQA10303-DQB10402 with pseudo-sequence HLA-DQA10303-DQB10402. The binding affinity (normalized) is 0. (4) The peptide sequence is LALVGFLGGLITGIS. The MHC is DRB1_0301 with pseudo-sequence DRB1_0301. The binding affinity (normalized) is 0.198. (5) The peptide sequence is VPGNKKFVVNNLFFN. The MHC is DRB1_1201 with pseudo-sequence DRB1_1201. The binding affinity (normalized) is 0.439. (6) The peptide sequence is GLALSHLNAMSKVRK. The MHC is HLA-DQA10501-DQB10302 with pseudo-sequence HLA-DQA10501-DQB10302. The binding affinity (normalized) is 0.250. (7) The peptide sequence is HDKDVAVLASSRLSNR. The MHC is H-2-IAk with pseudo-sequence H-2-IAk. The binding affinity (normalized) is 0.108.